Binary Classification. Given a drug SMILES string, predict its activity (active/inactive) in a high-throughput screening assay against a specified biological target. From a dataset of Choline transporter screen with 302,306 compounds. The drug is O1CN(C(CC(OCC(=O)c2ccccc2)=O)C1=O)C(OCc1ccccc1)=O. The result is 0 (inactive).